From a dataset of Forward reaction prediction with 1.9M reactions from USPTO patents (1976-2016). Predict the product of the given reaction. (1) Given the reactants [CH3:1][CH:2]([C:8](=[O:15])[CH2:9][C:10]([O:12][CH2:13][CH3:14])=[O:11])[C:3]([O:5]CC)=O.[H-].[Na+].[F:18][C:19]1[CH:28]=[C:27]([I:29])[CH:26]=[CH:25][C:20]=1[N:21]=[C:22]=[N:23][CH3:24], predict the reaction product. The product is: [F:18][C:19]1[CH:28]=[C:27]([I:29])[CH:26]=[CH:25][C:20]=1[NH:21][C:22]1[N:23]([CH3:24])[C:3](=[O:5])[C:2]([CH3:1])=[C:8]([OH:15])[C:9]=1[C:10]([O:12][CH2:13][CH3:14])=[O:11]. (2) Given the reactants C(O)(C(F)(F)F)=O.C(OC([N:15]1[CH2:20][CH2:19][N:18]([C:21]2[N:26]=[C:25]([C:27]3[CH:32]=[CH:31][N:30]=[C:29]([NH:33][CH:34]4[CH2:39][CH2:38][CH2:37][CH2:36][CH2:35]4)[CH:28]=3)[CH:24]=[C:23]([NH:40][C:41]([NH:43][C:44]3[CH:49]=[CH:48][CH:47]=[CH:46][CH:45]=3)=[O:42])[CH:22]=2)[CH2:17][CH2:16]1)=O)(C)(C)C, predict the reaction product. The product is: [CH:34]1([NH:33][C:29]2[CH:28]=[C:27]([C:25]3[CH:24]=[C:23]([NH:40][C:41]([NH:43][C:44]4[CH:49]=[CH:48][CH:47]=[CH:46][CH:45]=4)=[O:42])[CH:22]=[C:21]([N:18]4[CH2:19][CH2:20][NH:15][CH2:16][CH2:17]4)[N:26]=3)[CH:32]=[CH:31][N:30]=2)[CH2:39][CH2:38][CH2:37][CH2:36][CH2:35]1. (3) Given the reactants [CH2:1]([C:4]1[CH:13]=[CH:12][CH:11]=[C:10]2[C:5]=1[CH:6]=[CH:7][CH:8]=[N:9]2)[CH:2]=C.C(Cl)Cl.[BH4-].[Na+].C[OH:20], predict the reaction product. The product is: [N:9]1[C:10]2[C:5](=[C:4]([CH2:1][CH2:2][OH:20])[CH:13]=[CH:12][CH:11]=2)[CH:6]=[CH:7][CH:8]=1. (4) Given the reactants [NH2:1][C:2]1[CH:10]=[CH:9][C:8]([N+:11]([O-:13])=[O:12])=[CH:7][C:3]=1[C:4]([OH:6])=O.[CH3:14][NH2:15].[N:16]1([CH2:22][CH2:23][CH2:24][O:25][C:26]2[CH:27]=[C:28]([CH:31]=[CH:32][CH:33]=2)[CH:29]=O)[CH2:21][CH2:20][CH2:19][CH2:18][CH2:17]1, predict the reaction product. The product is: [CH3:14][N:15]1[C:4](=[O:6])[C:3]2[C:2](=[CH:10][CH:9]=[C:8]([N+:11]([O-:13])=[O:12])[CH:7]=2)[N:1]=[C:29]1[C:28]1[CH:31]=[CH:32][CH:33]=[C:26]([O:25][CH2:24][CH2:23][CH2:22][N:16]2[CH2:21][CH2:20][CH2:19][CH2:18][CH2:17]2)[CH:27]=1. (5) Given the reactants [N+](C1C=CC(C[C:9]2[S:15][CH:14]3[N:11]([C:12](=[O:38])[C:13]3([CH:17](OC(=O)C)[C:18]3[S:26][C:25]4[CH2:24][CH2:23][N:22]([CH2:27][C:28]5[CH:33]=[CH:32][CH:31]=[CH:30][CH:29]=5)[CH2:21][C:20]=4[CH:19]=3)Br)[C:10]=2[C:39]([O-:41])=[O:40])=CC=1)([O-])=O.P([O-])([O-])([O-])=O, predict the reaction product. The product is: [CH2:27]([N:22]1[CH2:23][CH2:24][C:25]2[S:26][C:18](/[CH:17]=[C:13]3\[C@@H:14]4[N:11]([C:12]\3=[O:38])[C:10]([C:39]([OH:41])=[O:40])=[CH:9][S:15]4)=[CH:19][C:20]=2[CH2:21]1)[C:28]1[CH:29]=[CH:30][CH:31]=[CH:32][CH:33]=1. (6) Given the reactants [C:1]([CH2:3][C:4]([N:6]([CH2:18][CH2:19][C:20]([O:22]CC)=O)[C:7]1[CH:12]=[CH:11][C:10]([C:13]([C:16]#[N:17])([CH3:15])[CH3:14])=[CH:9][CH:8]=1)=[O:5])#[N:2].N1(C2CCCCCCCCCC2)CCCN=CCCCCC1, predict the reaction product. The product is: [C:16]([C:13]([C:10]1[CH:11]=[CH:12][C:7]([N:6]2[CH2:18][CH2:19][C:20]([OH:22])=[C:3]([C:1]#[N:2])[C:4]2=[O:5])=[CH:8][CH:9]=1)([CH3:15])[CH3:14])#[N:17]. (7) The product is: [Cl:9][C:10]1[CH:11]=[CH:12][C:13]([NH:20][C:6]2[CH2:5][CH2:4][C:3](=[O:8])[C:2]=2[CH3:1])=[C:14]([CH:19]=1)[C:15]([O:17][CH3:18])=[O:16].[CH3:14][CH2:15][O:16][C:6]([CH3:2])=[O:7]. Given the reactants [CH3:1][CH:2]1[C:6](=[O:7])[CH2:5][CH2:4][C:3]1=[O:8].[Cl:9][C:10]1[CH:19]=[C:14]([C:15]([O:17][CH3:18])=[O:16])[C:13]([NH2:20])=[CH:12][CH:11]=1, predict the reaction product.